From a dataset of Forward reaction prediction with 1.9M reactions from USPTO patents (1976-2016). Predict the product of the given reaction. The product is: [Cl:1][C:2]1[CH:7]=[CH:6][C:5]([CH:8]2[C:13]3[N:14]4[N:19]=[C:18]([CH3:20])[S:17][C:15]4=[N:16][C:12]=3[CH2:11][CH2:10][N:9]2[C:27](=[O:28])[CH2:26][O:25][C:24]2[CH:30]=[CH:31][C:32]([I:34])=[CH:33][C:23]=2[Cl:22])=[C:4]([F:21])[CH:3]=1. Given the reactants [Cl:1][C:2]1[CH:7]=[CH:6][C:5]([CH:8]2[C:13]3[N:14]4[N:19]=[C:18]([CH3:20])[S:17][C:15]4=[N:16][C:12]=3[CH2:11][CH2:10][NH:9]2)=[C:4]([F:21])[CH:3]=1.[Cl:22][C:23]1[CH:33]=[C:32]([I:34])[CH:31]=[CH:30][C:24]=1[O:25][CH2:26][C:27](O)=[O:28], predict the reaction product.